From a dataset of Peptide-MHC class II binding affinity with 134,281 pairs from IEDB. Regression. Given a peptide amino acid sequence and an MHC pseudo amino acid sequence, predict their binding affinity value. This is MHC class II binding data. (1) The peptide sequence is IFSGNMNIKLKMPMY. The MHC is DRB1_0701 with pseudo-sequence DRB1_0701. The binding affinity (normalized) is 0.246. (2) The peptide sequence is GKEFIRCLALPFRGY. The MHC is DRB3_0301 with pseudo-sequence DRB3_0301. The binding affinity (normalized) is 0.596. (3) The peptide sequence is VVPDGYKLTGNVLIL. The MHC is DRB1_1302 with pseudo-sequence DRB1_1302. The binding affinity (normalized) is 0.565. (4) The MHC is DRB4_0101 with pseudo-sequence DRB4_0103. The peptide sequence is AAGTYVAADAAAASS. The binding affinity (normalized) is 0.181. (5) The peptide sequence is GVMYNLWKMKTGRRG. The MHC is DRB1_0801 with pseudo-sequence DRB1_0801. The binding affinity (normalized) is 0.646. (6) The peptide sequence is DTCTMAKAGVMTLSH. The MHC is H-2-IAd with pseudo-sequence H-2-IAd. The binding affinity (normalized) is 0.560. (7) The peptide sequence is LLGQNTAAIAAIEAQ. The MHC is DRB1_1602 with pseudo-sequence DRB1_1602. The binding affinity (normalized) is 0.178. (8) The peptide sequence is FKVAATAAATAPADD. The MHC is DRB1_0802 with pseudo-sequence DRB1_0802. The binding affinity (normalized) is 0.288. (9) The peptide sequence is AGELQIIDKIDAAFK. The MHC is DRB1_0802 with pseudo-sequence DRB1_0802. The binding affinity (normalized) is 0.598.